Dataset: Forward reaction prediction with 1.9M reactions from USPTO patents (1976-2016). Task: Predict the product of the given reaction. (1) Given the reactants F[C:2]1[CH:7]=[CH:6][C:5]([N+:8]([O-:10])=[O:9])=[CH:4][CH:3]=1.[NH:11]1[CH2:15][CH2:14][CH:13]([NH:16][C:17](=[O:23])[O:18][C:19]([CH3:22])([CH3:21])[CH3:20])[CH2:12]1.O, predict the reaction product. The product is: [N+:8]([C:5]1[CH:6]=[CH:7][C:2]([N:11]2[CH2:15][CH2:14][CH:13]([NH:16][C:17](=[O:23])[O:18][C:19]([CH3:21])([CH3:20])[CH3:22])[CH2:12]2)=[CH:3][CH:4]=1)([O-:10])=[O:9]. (2) Given the reactants [C-:1]1([C:6](Cl)=[O:7])[CH:5]=[CH:4][CH:3]=[CH:2]1.[CH-:9]1[CH:13]=[CH:12][CH:11]=[CH:10]1.[Fe+2:14].CN(C1C=CC=CN=1)C.[NH2:24][C:25]1[CH:34]=[CH:33][C:28]2[N:29]=[C:30]([CH3:32])[S:31][C:27]=2[CH:26]=1.O, predict the reaction product. The product is: [CH3:32][C:30]1[S:31][C:27]2[CH:26]=[C:25]([NH:24][C:6]([C-:1]3[CH:5]=[CH:4][CH:3]=[CH:2]3)=[O:7])[CH:34]=[CH:33][C:28]=2[N:29]=1.[CH-:9]1[CH:13]=[CH:12][CH:11]=[CH:10]1.[Fe+2:14].